From a dataset of Full USPTO retrosynthesis dataset with 1.9M reactions from patents (1976-2016). Predict the reactants needed to synthesize the given product. (1) Given the product [F:1][C:2]1[C:9]([O:10][CH3:11])=[CH:8][CH:7]=[CH:6][C:3]=1[CH2:4][OH:5], predict the reactants needed to synthesize it. The reactants are: [F:1][C:2]1[C:9]([O:10][CH3:11])=[CH:8][CH:7]=[CH:6][C:3]=1[CH:4]=[O:5].[BH4-].[Na+].O. (2) Given the product [Cl:26][C:24]1[CH:23]=[CH:22][C:20]2[N:21]=[C:17]([N:14]3[CH2:15][CH2:16][C:11]([CH2:10][CH2:9][OH:8])([CH2:27][CH3:28])[CH2:12][CH2:13]3)[S:18][C:19]=2[CH:25]=1, predict the reactants needed to synthesize it. The reactants are: [H-].[Al+3].[Li+].[H-].[H-].[H-].C[O:8][C:9](=O)[CH2:10][C:11]1([CH2:27][CH3:28])[CH2:16][CH2:15][N:14]([C:17]2[S:18][C:19]3[CH:25]=[C:24]([Cl:26])[CH:23]=[CH:22][C:20]=3[N:21]=2)[CH2:13][CH2:12]1.O.[OH-].[Na+]. (3) Given the product [CH3:22][O:21][C:16]1[CH:17]=[CH:18][CH:19]=[CH:20][C:15]=1[S:14][C:11]1[CH:12]=[CH:13][C:8]([C:6]2[CH:5]=[CH:4][N:3]=[C:2]([N:39]3[CH2:40][CH2:41][CH2:42][N:36]([C:33](=[O:35])[CH3:34])[CH2:37][CH2:38]3)[CH:7]=2)=[CH:9][C:10]=1[C:23]([F:26])([F:25])[F:24], predict the reactants needed to synthesize it. The reactants are: Cl[C:2]1[CH:7]=[C:6]([C:8]2[CH:13]=[CH:12][C:11]([S:14][C:15]3[CH:20]=[CH:19][CH:18]=[CH:17][C:16]=3[O:21][CH3:22])=[C:10]([C:23]([F:26])([F:25])[F:24])[CH:9]=2)[CH:5]=[CH:4][N:3]=1.OC1CCNC1.[C:33]([N:36]1[CH2:42][CH2:41][CH2:40][NH:39][CH2:38][CH2:37]1)(=[O:35])[CH3:34].